Dataset: Peptide-MHC class I binding affinity with 185,985 pairs from IEDB/IMGT. Task: Regression. Given a peptide amino acid sequence and an MHC pseudo amino acid sequence, predict their binding affinity value. This is MHC class I binding data. (1) The peptide sequence is GYCLTKWMI. The MHC is HLA-A32:01 with pseudo-sequence HLA-A32:01. The binding affinity (normalized) is 0.0174. (2) The peptide sequence is LVLAVGPAY. The MHC is HLA-B35:01 with pseudo-sequence HLA-B35:01. The binding affinity (normalized) is 1.00. (3) The peptide sequence is ADSEITETY. The MHC is HLA-B18:01 with pseudo-sequence HLA-B18:01. The binding affinity (normalized) is 0.331. (4) The peptide sequence is LRGKWQRRYR. The MHC is HLA-A29:02 with pseudo-sequence HLA-A29:02. The binding affinity (normalized) is 0. (5) The peptide sequence is LYQKTGESS. The MHC is HLA-A23:01 with pseudo-sequence HLA-A23:01. The binding affinity (normalized) is 0.356. (6) The peptide sequence is SSEADCFTY. The MHC is HLA-B15:01 with pseudo-sequence HLA-B15:01. The binding affinity (normalized) is 0.0847. (7) The peptide sequence is NVTGFMEEEI. The MHC is HLA-A68:02 with pseudo-sequence HLA-A68:02. The binding affinity (normalized) is 0.325.